From a dataset of Forward reaction prediction with 1.9M reactions from USPTO patents (1976-2016). Predict the product of the given reaction. Given the reactants Br[C:2]1[CH:3]=[C:4]([C:15]#[N:16])[CH:5]=[C:6]2[C:10]=1[N:9]([CH3:11])[C:8]([C:12]([NH2:14])=[O:13])=[CH:7]2.[Cl:17][C:18]1[CH:23]=[C:22]([Cl:24])[CH:21]=[CH:20][C:19]=1B(O)O, predict the reaction product. The product is: [C:15]([C:4]1[CH:5]=[C:6]2[C:10](=[C:2]([C:21]3[CH:20]=[CH:19][C:18]([Cl:17])=[CH:23][C:22]=3[Cl:24])[CH:3]=1)[N:9]([CH3:11])[C:8]([C:12]([NH2:14])=[O:13])=[CH:7]2)#[N:16].